From a dataset of Full USPTO retrosynthesis dataset with 1.9M reactions from patents (1976-2016). Predict the reactants needed to synthesize the given product. (1) Given the product [F:1][C:2]1[CH:10]=[CH:9][C:8]2[C:4](=[CH:5][N:6]([CH3:11])[N:7]=2)[C:3]=1[C@@H:12]1[CH2:14][C@H:13]1[CH2:15][N:52]1[C:48](=[O:58])[C:49]2[C:50](=[CH:54][CH:55]=[CH:56][CH:57]=2)[C:51]1=[O:53], predict the reactants needed to synthesize it. The reactants are: [F:1][C:2]1[CH:10]=[CH:9][C:8]2[C:4](=[CH:5][N:6]([CH3:11])[N:7]=2)[C:3]=1[C@@H:12]1[CH2:14][C@H:13]1[CH2:15]O.N(C(OCC)=O)=NC(OCC)=O.C1(P(C2C=CC=CC=2)C2C=CC=CC=2)C=CC=CC=1.[C:48]1(=[O:58])[NH:52][C:51](=[O:53])[C:50]2=[CH:54][CH:55]=[CH:56][CH:57]=[C:49]12. (2) Given the product [CH3:1][O:20][C:21]1[N:25]([C:26]2[CH:27]=[CH:28][C:29]([C:32]([F:35])([F:33])[F:34])=[CH:30][CH:31]=2)[N:24]=[C:23]([C:36]([O:38][CH3:39])=[O:37])[CH:22]=1, predict the reactants needed to synthesize it. The reactants are: [C:1]1(P(C2C=CC=CC=2)C2C=CC=CC=2)C=CC=CC=1.[O:20]=[C:21]1[N:25]([C:26]2[CH:31]=[CH:30][C:29]([C:32]([F:35])([F:34])[F:33])=[CH:28][CH:27]=2)[N:24]=[C:23]([C:36]([O:38][CH3:39])=[O:37])[CH2:22]1.CO.N(C(OC(C)C)=O)=NC(OC(C)C)=O. (3) Given the product [C:1](=[O:46])([O:2][CH:3]([CH2:14][CH2:15][CH2:16][CH2:17][CH2:18][CH2:19][CH2:20]/[CH:21]=[CH:22]\[CH2:23][C@H:24]([OH:31])[CH2:25][CH2:26][CH2:27][CH2:28][CH2:29][CH3:30])[CH2:4][CH2:5][CH2:6][CH2:7][CH2:8][CH2:9][CH2:10][CH2:11][CH2:12][CH3:13])[O:39][CH2:40][CH2:41][CH2:42][N:43]([CH3:45])[CH3:44], predict the reactants needed to synthesize it. The reactants are: [C:1](=[O:46])([O:39][CH2:40][CH2:41][CH2:42][N:43]([CH3:45])[CH3:44])[O:2][CH:3]([CH2:14][CH2:15][CH2:16][CH2:17][CH2:18][CH2:19][CH2:20]/[CH:21]=[CH:22]\[CH2:23][C@H:24]([O:31][Si](C(C)(C)C)(C)C)[CH2:25][CH2:26][CH2:27][CH2:28][CH2:29][CH3:30])[CH2:4][CH2:5][CH2:6][CH2:7][CH2:8][CH2:9][CH2:10][CH2:11][CH2:12][CH3:13].[F-].C([N+](CCCC)(CCCC)CCCC)CCC.O1CCCC1. (4) Given the product [NH2:45][C:39]1[CH:40]=[CH:41][C:42]([Br:44])=[CH:43][C:38]=1[NH:37][C:34]([C:19]1([NH:18][C:16](=[O:17])[O:15][C:11]([CH3:14])([CH3:12])[CH3:13])[CH2:24][CH2:23][N:22]([C:25]2[C:26]3[CH:33]=[CH:32][NH:31][C:27]=3[N:28]=[CH:29][N:30]=2)[CH2:21][CH2:20]1)=[O:35].[NH2:37][C:38]1[CH:43]=[C:42]([Br:44])[CH:41]=[CH:40][C:39]=1[NH:45][C:34]([C:19]1([NH:18][C:16](=[O:17])[O:15][C:11]([CH3:14])([CH3:12])[CH3:13])[CH2:24][CH2:23][N:22]([C:25]2[C:26]3[CH:33]=[CH:32][NH:31][C:27]=3[N:28]=[CH:29][N:30]=2)[CH2:21][CH2:20]1)=[O:35], predict the reactants needed to synthesize it. The reactants are: ON1C2C=CC=CC=2N=N1.[C:11]([O:15][C:16]([NH:18][C:19]1([C:34](O)=[O:35])[CH2:24][CH2:23][N:22]([C:25]2[C:26]3[CH:33]=[CH:32][NH:31][C:27]=3[N:28]=[CH:29][N:30]=2)[CH2:21][CH2:20]1)=[O:17])([CH3:14])([CH3:13])[CH3:12].[NH2:37][C:38]1[CH:43]=[C:42]([Br:44])[CH:41]=[CH:40][C:39]=1[NH2:45].Cl.C(N=C=NCCCN(C)C)C. (5) Given the product [NH2:9][C:10]1[C:11]([C:12]([C:1]2[CH:6]=[CH:5][CH:4]=[CH:3][CH:2]=2)=[O:13])=[CH:18][C:19]([C:22]2[CH:27]=[C:26]([CH3:28])[CH:25]=[C:24]([Cl:29])[CH:23]=2)=[CH:20][N:21]=1, predict the reactants needed to synthesize it. The reactants are: [C:1]1([Mg]Br)[CH:6]=[CH:5][CH:4]=[CH:3][CH:2]=1.[NH2:9][C:10]1[N:21]=[CH:20][C:19]([C:22]2[CH:27]=[C:26]([CH3:28])[CH:25]=[C:24]([Cl:29])[CH:23]=2)=[CH:18][C:11]=1[C:12](N(OC)C)=[O:13].Cl.